From a dataset of TCR-epitope binding with 47,182 pairs between 192 epitopes and 23,139 TCRs. Binary Classification. Given a T-cell receptor sequence (or CDR3 region) and an epitope sequence, predict whether binding occurs between them. (1) The epitope is TLDSKTQSL. The TCR CDR3 sequence is CASSPVGDGTYEQYF. Result: 0 (the TCR does not bind to the epitope). (2) The epitope is PKYVKQNTLKLAT. The TCR CDR3 sequence is CATSDPMGKLFF. Result: 1 (the TCR binds to the epitope). (3) The epitope is RQLLFVVEV. The TCR CDR3 sequence is CASSLAGASGYTF. Result: 1 (the TCR binds to the epitope). (4) The epitope is SEVGPEHSLAEY. The TCR CDR3 sequence is CATSLGTLYEQYF. Result: 0 (the TCR does not bind to the epitope). (5) The epitope is GLCTLVAML. The TCR CDR3 sequence is CASSPRTSGSTDTQYF. Result: 0 (the TCR does not bind to the epitope).